From a dataset of Full USPTO retrosynthesis dataset with 1.9M reactions from patents (1976-2016). Predict the reactants needed to synthesize the given product. (1) Given the product [C:1]([N:5]1[C:9](=[O:10])[C:8]([NH:28][CH2:27][CH2:26][C:20]2[CH:25]=[CH:24][CH:23]=[CH:22][CH:21]=2)=[C:7]([C:12]2[CH:17]=[CH:16][CH:15]=[CH:14][CH:13]=2)[S:6]1(=[O:19])=[O:18])([CH3:4])([CH3:3])[CH3:2], predict the reactants needed to synthesize it. The reactants are: [C:1]([N:5]1[C:9](=[O:10])[C:8](Cl)=[C:7]([C:12]2[CH:17]=[CH:16][CH:15]=[CH:14][CH:13]=2)[S:6]1(=[O:19])=[O:18])([CH3:4])([CH3:3])[CH3:2].[C:20]1([CH2:26][CH2:27][NH2:28])[CH:25]=[CH:24][CH:23]=[CH:22][CH:21]=1. (2) Given the product [Br:1][C:2]1[CH:3]=[CH:4][C:5]([S:8]([N:11]=[CH:14][N:15]([CH3:17])[CH3:16])(=[O:9])=[O:10])=[CH:6][CH:7]=1, predict the reactants needed to synthesize it. The reactants are: [Br:1][C:2]1[CH:7]=[CH:6][C:5]([S:8]([NH2:11])(=[O:10])=[O:9])=[CH:4][CH:3]=1.CO[CH:14](OC)[N:15]([CH3:17])[CH3:16].O. (3) Given the product [Cl:6][C:7]1[CH:12]=[C:11]([Cl:13])[CH:10]=[CH:9][C:8]=1[C:14]1[C:15]([NH:33][C:34](=[O:37])[CH2:35][N:2]([CH2:3][CH2:4][OH:5])[CH3:1])=[CH:16][N:17]([CH2:19][CH2:20][CH2:21][N:22]2[C:26](=[O:27])[C:25]3[CH:28]=[CH:29][CH:30]=[CH:31][C:24]=3[C:23]2=[O:32])[CH:18]=1, predict the reactants needed to synthesize it. The reactants are: [CH3:1][NH:2][CH2:3][CH2:4][OH:5].[Cl:6][C:7]1[CH:12]=[C:11]([Cl:13])[CH:10]=[CH:9][C:8]=1[C:14]1[C:15]([NH:33][C:34](=[O:37])[CH2:35]Br)=[CH:16][N:17]([CH2:19][CH2:20][CH2:21][N:22]2[C:26](=[O:27])[C:25]3[CH:28]=[CH:29][CH:30]=[CH:31][C:24]=3[C:23]2=[O:32])[CH:18]=1. (4) Given the product [CH3:3][N:4]1[CH2:5][CH2:6][C:7]2([C:15]3[CH:16]=[CH:17][CH:18]=[CH:19][C:14]=3[CH2:13][C:12]3[CH:20]=[CH:21][CH:22]=[CH:23][C:11]=3[CH2:10]2)[CH2:8][CH2:9]1, predict the reactants needed to synthesize it. The reactants are: Cl.O.[CH3:3][N:4]1[CH2:9][CH2:8][C:7]2([C:15]3[CH:16]=[CH:17][CH:18]=[CH:19][C:14]=3[CH2:13][C:12]3[CH:20]=[CH:21][CH:22]=[CH:23][C:11]=3[C:10]2=O)[CH2:6][CH2:5]1.CC1C2C(=O)C3(CCNCC3)C3C=CC=CC=3CC=2C=CC=1. (5) Given the product [Cl:5][C:6]1[C:11]([Cl:12])=[CH:10][CH:9]=[CH:8][C:7]=1[S:13]([NH:16][C:17]1[C:22]([O:23][CH3:24])=[N:21][C:20]([N+:1]([O-:4])=[O:2])=[CH:19][N:18]=1)(=[O:15])=[O:14], predict the reactants needed to synthesize it. The reactants are: [N+:1]([O-:4])(O)=[O:2].[Cl:5][C:6]1[C:11]([Cl:12])=[CH:10][CH:9]=[CH:8][C:7]=1[S:13]([NH:16][C:17]1[C:22]([O:23][CH3:24])=[N:21][CH:20]=[CH:19][N:18]=1)(=[O:15])=[O:14]. (6) Given the product [CH3:14][C:13]1[C:8]([CH:4]([CH:1]2[CH2:3][CH2:2]2)[CH:5]=[O:6])=[N:9][CH:10]=[CH:11][C:12]=1[Cl:15], predict the reactants needed to synthesize it. The reactants are: [CH:1]1([C:4]([C:8]2[C:13]([CH3:14])=[C:12]([Cl:15])[CH:11]=[CH:10][N:9]=2)=[CH:5][O:6]C)[CH2:3][CH2:2]1.S(=O)(=O)(O)O.[OH-].[Na+]. (7) Given the product [Si:5]([O:6][CH2:7][CH2:8][N:9]([C:37]#[N:36])[C:10]1[CH:11]=[CH:12][C:13]([NH:16][C:17]([C:19]2[C:20]([NH:25][C:26]([C:28]3[S:29][C:30]([Cl:33])=[CH:31][CH:32]=3)=[O:27])=[N:21][N:22]([CH3:24])[CH:23]=2)=[O:18])=[CH:14][CH:15]=1)([C:1]([CH3:4])([CH3:3])[CH3:2])([CH3:35])[CH3:34], predict the reactants needed to synthesize it. The reactants are: [C:1]([Si:5]([CH3:35])([CH3:34])[O:6][CH2:7][CH2:8][NH:9][C:10]1[CH:15]=[CH:14][C:13]([NH:16][C:17]([C:19]2[C:20]([NH:25][C:26]([C:28]3[S:29][C:30]([Cl:33])=[CH:31][CH:32]=3)=[O:27])=[N:21][N:22]([CH3:24])[CH:23]=2)=[O:18])=[CH:12][CH:11]=1)([CH3:4])([CH3:3])[CH3:2].[N:36]#[C:37]Br.C(=O)(O)[O-].[Na+]. (8) Given the product [F:1][C:2]([F:37])([C:6]([F:36])([F:35])[C:7]([F:34])([F:33])[C:8]([F:32])([F:31])[C:9]([F:30])([F:29])[C:10]([F:28])([F:27])[C:11]([F:26])([F:25])[C:12]([F:24])([F:23])[C:13]([F:22])([F:21])[C:14]([F:20])([F:19])[C:15]([F:18])([F:17])[F:16])[C:3]([O:38][C:39]1[CH:40]=[CH:41][C:42]([C:43]2[CH:44]=[CH:45][C:46]([C:49]3[C:62]4[C:57](=[CH:58][CH:59]=[CH:60][CH:61]=4)[C:56]4[CH:55]=[CH:54][C:53]([C:74]5[CH:75]=[CH:76][CH:77]=[CH:78][CH:79]=5)([C:63]5[CH:68]=[CH:67][C:66]([N:69]6[CH2:73][CH2:72][CH2:71][CH2:70]6)=[CH:65][CH:64]=5)[O:52][C:51]=4[CH:50]=3)=[CH:47][CH:48]=2)=[CH:80][CH:81]=1)=[O:4], predict the reactants needed to synthesize it. The reactants are: [F:1][C:2]([F:37])([C:6]([F:36])([F:35])[C:7]([F:34])([F:33])[C:8]([F:32])([F:31])[C:9]([F:30])([F:29])[C:10]([F:28])([F:27])[C:11]([F:26])([F:25])[C:12]([F:24])([F:23])[C:13]([F:22])([F:21])[C:14]([F:20])([F:19])[C:15]([F:18])([F:17])[F:16])[C:3](Cl)=[O:4].[OH:38][C:39]1[CH:81]=[CH:80][C:42]([C:43]2[CH:48]=[CH:47][C:46]([C:49]3[C:62]4[C:57](=[CH:58][CH:59]=[CH:60][CH:61]=4)[C:56]4[CH:55]=[CH:54][C:53]([C:74]5[CH:79]=[CH:78][CH:77]=[CH:76][CH:75]=5)([C:63]5[CH:68]=[CH:67][C:66]([N:69]6[CH2:73][CH2:72][CH2:71][CH2:70]6)=[CH:65][CH:64]=5)[O:52][C:51]=4[CH:50]=3)=[CH:45][CH:44]=2)=[CH:41][CH:40]=1.N1C=CC=CC=1.Cl. (9) Given the product [Br:13][CH2:14][CH2:15][CH2:16][CH2:17][N:3]1[C:4]2[C:9](=[CH:8][CH:7]=[CH:6][CH:5]=2)[C:10]([CH3:19])=[CH:2]1, predict the reactants needed to synthesize it. The reactants are: C[C:2]1[NH:3][C:4]2[C:9]([CH:10]=1)=[CH:8][CH:7]=[CH:6][CH:5]=2.[H-].[Na+].[Br:13][CH2:14][CH2:15][CH2:16][CH2:17]Br.[CH3:19]N1C(=O)N(C)CCC1. (10) Given the product [Cl:8][C:5]1[CH:6]=[CH:7][C:2]([NH:12][CH2:13][CH2:14][CH2:15][OH:16])=[C:3]([N+:9]([O-:11])=[O:10])[CH:4]=1, predict the reactants needed to synthesize it. The reactants are: F[C:2]1[CH:7]=[CH:6][C:5]([Cl:8])=[CH:4][C:3]=1[N+:9]([O-:11])=[O:10].[NH2:12][CH2:13][CH2:14][CH2:15][OH:16].